Dataset: Forward reaction prediction with 1.9M reactions from USPTO patents (1976-2016). Task: Predict the product of the given reaction. Given the reactants [C:1]([C:4]1[N:8]2[C:9](=[O:23])[CH:10]=[C:11]([CH2:13][N:14]3[CH:18]=[CH:17][C:16]([C:19]([F:22])([F:21])[F:20])=[N:15]3)[N:12]=[C:7]2[S:6][C:5]=1[CH3:24])(=[O:3])[CH3:2].[Na], predict the reaction product. The product is: [OH:3][CH:1]([C:4]1[N:8]2[C:9](=[O:23])[CH:10]=[C:11]([CH2:13][N:14]3[CH:18]=[CH:17][C:16]([C:19]([F:21])([F:20])[F:22])=[N:15]3)[N:12]=[C:7]2[S:6][C:5]=1[CH3:24])[CH3:2].